This data is from Catalyst prediction with 721,799 reactions and 888 catalyst types from USPTO. The task is: Predict which catalyst facilitates the given reaction. (1) Reactant: [CH2:1]([N:8]1[C:16]2[C:11](=[CH:12][CH:13]=[CH:14][CH:15]=2)[C:10]([CH2:17]O)=[N:9]1)[C:2]1[CH:7]=[CH:6][CH:5]=[CH:4][CH:3]=1.[ClH:19]. Product: [CH2:1]([N:8]1[C:16]2[C:11](=[CH:12][CH:13]=[CH:14][CH:15]=2)[C:10]([CH2:17][Cl:19])=[N:9]1)[C:2]1[CH:7]=[CH:6][CH:5]=[CH:4][CH:3]=1. The catalyst class is: 11. (2) Reactant: [NH2:1][C:2]1[C:3]([Cl:8])=[N:4][CH:5]=[CH:6][CH:7]=1.[CH3:9][CH2:10][C:11](=[S:13])C.[CH2:14](N(CC)CC)C.O. Product: [Cl:8][C:3]1[N:4]=[CH:5][CH:6]=[C:7]2[C:11]([S:13][CH3:14])=[C:10]([CH3:9])[NH:1][C:2]=12. The catalyst class is: 4. (3) Reactant: I.[NH2:2][C:3]1[C:4]([C:11]([NH:13][C:14](=[NH:17])SC)=[O:12])=[N:5][C:6]([Cl:10])=[C:7]([NH2:9])[N:8]=1.[NH2:18][CH2:19][CH2:20][CH2:21][CH2:22][C:23]1[CH:39]=[CH:38][C:26]([O:27][CH2:28][C:29]([NH:31][CH2:32][CH2:33][CH2:34][N:35]([CH3:37])[CH3:36])=[O:30])=[CH:25][CH:24]=1.CCN(C(C)C)C(C)C. Product: [NH2:2][C:3]1[C:4]([C:11]([N:13]=[C:14]([NH2:17])[NH:18][CH2:19][CH2:20][CH2:21][CH2:22][C:23]2[CH:39]=[CH:38][C:26]([O:27][CH2:28][C:29]([NH:31][CH2:32][CH2:33][CH2:34][N:35]([CH3:37])[CH3:36])=[O:30])=[CH:25][CH:24]=2)=[O:12])=[N:5][C:6]([Cl:10])=[C:7]([NH2:9])[N:8]=1. The catalyst class is: 8. (4) Reactant: C(OC[C:6]1[N:14]=[C:13]2[C:9]([NH:10][C:11](=[O:41])[N:12]2[C:15]2[CH:20]=[C:19]([O:21][CH2:22][C:23]3[C:28]([O:29][CH3:30])=[CH:27][CH:26]=[C:25]([F:31])[C:24]=3[F:32])[C:18]([O:33][CH2:34][C:35]([O:37]CC)=[O:36])=[CH:17][C:16]=2[Cl:40])=[C:8]([O:42][CH3:43])[N:7]=1)(=O)C.[OH2:44].[OH-].[Li+].[CH3:47]O.Cl. Product: [C:35]([CH2:34][O:33][C:18]1[C:19]([O:21][CH2:22][C:23]2[C:28]([O:29][CH3:30])=[CH:27][CH:26]=[C:25]([F:31])[C:24]=2[F:32])=[CH:20][C:15]([N:12]2[C:11](=[O:41])[N:10]([CH3:47])[C:9]3[C:13]2=[N:14][C:6]([OH:44])=[N:7][C:8]=3[O:42][CH3:43])=[C:16]([Cl:40])[CH:17]=1)([OH:37])=[O:36]. The catalyst class is: 30. (5) Reactant: [Br:1][C:2]1[CH:12]=[CH:11][C:5]([O:6][CH2:7][C:8]([OH:10])=O)=[CH:4][CH:3]=1.[NH2:13][C:14]1[CH:15]=[C:16]([CH:20]=[CH:21][N:22]=1)[C:17]([NH2:19])=[O:18].C1CN([P+](ON2N=NC3C=CC=CC2=3)(N2CCCC2)N2CCCC2)CC1.F[P-](F)(F)(F)(F)F.CO. Product: [Br:1][C:2]1[CH:3]=[CH:4][C:5]([O:6][CH2:7][C:8]([NH:13][C:14]2[CH:15]=[C:16]([CH:20]=[CH:21][N:22]=2)[C:17]([NH2:19])=[O:18])=[O:10])=[CH:11][CH:12]=1. The catalyst class is: 241. (6) Reactant: [Cl:1][C:2]1[CH:10]=[CH:9][CH:8]=[C:7]2[C:3]=1[C:4]([C:16]([OH:18])=O)=[CH:5][N:6]2[CH:11]1[CH2:15][CH2:14][O:13][CH2:12]1.[NH2:19][CH2:20][C@@:21]1([OH:28])[CH2:26][CH2:25][CH2:24][C@@H:23]([CH3:27])[CH2:22]1.CCN=C=NCCCN(C)C.N1(O)C2C=CC=CC=2N=N1.C(N(C(C)C)C(C)C)C. Product: [Cl:1][C:2]1[CH:10]=[CH:9][CH:8]=[C:7]2[C:3]=1[C:4]([C:16]([NH:19][CH2:20][C@@:21]1([OH:28])[CH2:26][CH2:25][CH2:24][C@@H:23]([CH3:27])[CH2:22]1)=[O:18])=[CH:5][N:6]2[CH:11]1[CH2:15][CH2:14][O:13][CH2:12]1. The catalyst class is: 9. (7) Reactant: [Br:1][C:2]1[C:11]([OH:12])=[C:10]2[C:5]([CH:6]=[CH:7][CH:8]=[N:9]2)=[CH:4][CH:3]=1.[H-].[Na+].I[CH3:16]. Product: [Br:1][C:2]1[C:11]([O:12][CH3:16])=[C:10]2[C:5]([CH:6]=[CH:7][CH:8]=[N:9]2)=[CH:4][CH:3]=1. The catalyst class is: 9. (8) Reactant: [N+:1]([C:4]1[C:5]([CH:14]=[CH2:15])=[C:6]([CH:11]=[CH:12][CH:13]=1)[C:7]([O:9][CH3:10])=[O:8])([O-])=O. Product: [NH2:1][C:4]1[C:5]([CH2:14][CH3:15])=[C:6]([CH:11]=[CH:12][CH:13]=1)[C:7]([O:9][CH3:10])=[O:8]. The catalyst class is: 591. (9) Reactant: [CH3:1][N:2]([CH2:4][C:5]1[NH:6][C:7]2[C:12]([CH:13]=1)=[CH:11][C:10]([CH:14]=O)=[CH:9][CH:8]=2)[CH3:3].[NH2:16][C:17]1[CH:25]=[C:24]([O:26][CH3:27])[CH:23]=[C:22]([O:28][CH3:29])[C:18]=1[C:19]([NH2:21])=[O:20].S([O-])(O)=O.[Na+].C1(C)C=CC(S(O)(=O)=O)=CC=1. Product: [CH3:3][N:2]([CH2:4][C:5]1[NH:6][C:7]2[C:12]([CH:13]=1)=[CH:11][C:10]([C:14]1[NH:21][C:19](=[O:20])[C:18]3[C:17](=[CH:25][C:24]([O:26][CH3:27])=[CH:23][C:22]=3[O:28][CH3:29])[N:16]=1)=[CH:9][CH:8]=2)[CH3:1]. The catalyst class is: 80. (10) Reactant: [F:1][C:2]1[CH:7]=[CH:6][CH:5]=[CH:4][C:3]=1[C:8]1[N:9]=[N:10][N:11]([CH3:27])[C:12]=1[C:13]1[N:14]=[CH:15][N:16]([C:18]2[CH:26]=[CH:25][C:21]([C:22](O)=[O:23])=[CH:20][N:19]=2)[CH:17]=1.C1N=C[N:30](C(N2C=NC=C2)=O)C=1.[OH-].[NH4+]. Product: [F:1][C:2]1[CH:7]=[CH:6][CH:5]=[CH:4][C:3]=1[C:8]1[N:9]=[N:10][N:11]([CH3:27])[C:12]=1[C:13]1[N:14]=[CH:15][N:16]([C:18]2[CH:26]=[CH:25][C:21]([C:22]([NH2:30])=[O:23])=[CH:20][N:19]=2)[CH:17]=1. The catalyst class is: 3.